This data is from Full USPTO retrosynthesis dataset with 1.9M reactions from patents (1976-2016). The task is: Predict the reactants needed to synthesize the given product. Given the product [C:1]([O:5][C:6]([N:8]1[CH:15]2[CH:11]([C:12]([C:16]#[C:17][C:36]3[CH:37]=[CH:38][CH:39]=[C:32]([CH3:33])[N:27]=3)=[N:13][O:14]2)[CH2:10][CH2:9]1)=[O:7])([CH3:4])([CH3:3])[CH3:2], predict the reactants needed to synthesize it. The reactants are: [C:1]([O:5][C:6]([N:8]1[CH:15]2[CH:11]([C:12]([C:16]#[C:17][Si](C)(C)C)=[N:13][O:14]2)[CH2:10][CH2:9]1)=[O:7])([CH3:4])([CH3:3])[CH3:2].[F-].C([N+:27]([CH2:36][CH2:37][CH2:38][CH3:39])([CH2:32][CH2:33]CC)CCCC)CCC.C([O-])(=O)C.[Na+].O.